This data is from Peptide-MHC class I binding affinity with 185,985 pairs from IEDB/IMGT. The task is: Regression. Given a peptide amino acid sequence and an MHC pseudo amino acid sequence, predict their binding affinity value. This is MHC class I binding data. (1) The peptide sequence is YRGEYRQSR. The binding affinity (normalized) is 0.0847. The MHC is HLA-B57:01 with pseudo-sequence HLA-B57:01. (2) The peptide sequence is ISYGGGWRF. The MHC is HLA-A23:01 with pseudo-sequence HLA-A23:01. The binding affinity (normalized) is 0.624. (3) The peptide sequence is IFRRDQIWF. The MHC is HLA-B15:01 with pseudo-sequence HLA-B15:01. The binding affinity (normalized) is 0.289. (4) The peptide sequence is GNRGSTSFK. The MHC is HLA-A30:01 with pseudo-sequence HLA-A30:01. The binding affinity (normalized) is 0.934. (5) The peptide sequence is FLKSGAVVK. The MHC is HLA-A31:01 with pseudo-sequence HLA-A31:01. The binding affinity (normalized) is 0.217. (6) The peptide sequence is TLLVLGILLVVAGL. The MHC is HLA-A02:01 with pseudo-sequence HLA-A02:01. The binding affinity (normalized) is 0.289. (7) The peptide sequence is DEHLRGFSM. The MHC is HLA-A33:01 with pseudo-sequence HLA-A33:01. The binding affinity (normalized) is 0. (8) The binding affinity (normalized) is 0.437. The MHC is HLA-A69:01 with pseudo-sequence HLA-A69:01. The peptide sequence is AVMFFPFWF. (9) The peptide sequence is FASPLHVAWR. The MHC is HLA-A02:03 with pseudo-sequence HLA-A02:03. The binding affinity (normalized) is 0.152.